This data is from Forward reaction prediction with 1.9M reactions from USPTO patents (1976-2016). The task is: Predict the product of the given reaction. Given the reactants [Br:1][C:2]1[CH:3]=[CH:4][C:5]([S:8](Cl)(=[O:10])=[O:9])=[N:6][CH:7]=1.[CH2:12]1[CH:17]2[CH2:18][C:19]3([NH2:22])[CH2:21][CH:15]([CH2:16]2)[CH2:14][CH:13]1[CH2:20]3, predict the reaction product. The product is: [C:19]12([NH:22][S:8]([C:5]3[CH:4]=[CH:3][C:2]([Br:1])=[CH:7][N:6]=3)(=[O:10])=[O:9])[CH2:20][CH:13]3[CH2:14][CH:15]([CH2:16][CH:17]([CH2:12]3)[CH2:18]1)[CH2:21]2.